Dataset: Forward reaction prediction with 1.9M reactions from USPTO patents (1976-2016). Task: Predict the product of the given reaction. (1) Given the reactants [Cl:1][C:2]1[N:7]2[CH:8]=[CH:9][N:10]=[C:6]2[CH:5]=[CH:4][CH:3]=1.[Cl:11][C:12]([Cl:17])([Cl:16])[C:13](Cl)=[O:14], predict the reaction product. The product is: [Cl:1][C:2]1[N:7]2[C:8]([C:13](=[O:14])[C:12]([Cl:17])([Cl:16])[Cl:11])=[CH:9][N:10]=[C:6]2[CH:5]=[CH:4][CH:3]=1. (2) Given the reactants C([O:8][C:9]1[C:14]2[N:15]=[C:16]([NH:18][C:19](=[O:28])[C:20]3[CH:25]=[CH:24][C:23]([CH2:26][Cl:27])=[CH:22][CH:21]=3)[S:17][C:13]=2[C:12]([N:29]2[CH2:34][CH2:33][O:32][CH2:31][CH2:30]2)=[CH:11][CH:10]=1)C1C=CC=CC=1.B(Cl)(Cl)Cl.O.CO, predict the reaction product. The product is: [Cl:27][CH2:26][C:23]1[CH:22]=[CH:21][C:20]([C:19]([NH:18][C:16]2[S:17][C:13]3[C:12]([N:29]4[CH2:34][CH2:33][O:32][CH2:31][CH2:30]4)=[CH:11][CH:10]=[C:9]([OH:8])[C:14]=3[N:15]=2)=[O:28])=[CH:25][CH:24]=1. (3) Given the reactants Br[CH2:2][CH2:3][CH2:4][CH2:5][CH2:6][CH2:7][CH2:8][CH2:9][CH2:10][CH2:11][CH2:12][CH2:13][CH2:14][CH3:15].[CH3:16][C:17]1[CH:22]=[C:21]([CH3:23])[CH:20]=[CH:19][C:18]=1[OH:24].C([O-])([O-])=O.[K+].[K+], predict the reaction product. The product is: [CH2:2]([O:24][C:18]1[CH:19]=[CH:20][C:21]([CH3:23])=[CH:22][C:17]=1[CH3:16])[CH2:3][CH2:4][CH2:5][CH2:6][CH2:7][CH2:8][CH2:9][CH2:10][CH2:11][CH2:12][CH2:13][CH2:14][CH3:15]. (4) Given the reactants [Br:1][C:2]1[C:7]([Cl:8])=[C:6]([CH2:9][C:10]2[CH:15]=[CH:14][C:13]([CH2:16][CH3:17])=[CH:12][CH:11]=2)[CH:5]=[C:4]([CH:18]2[C@H:23]([O:24][CH2:25][C:26]3[CH:31]=[CH:30][CH:29]=[CH:28][CH:27]=3)[C@@H:22]([O:32][CH2:33][C:34]3[CH:39]=[CH:38][CH:37]=[CH:36][CH:35]=3)[C@H:21]([O:40][CH2:41][C:42]3[CH:47]=[CH:46][CH:45]=[CH:44][CH:43]=3)[C@@H:20]([CH2:48][O:49][CH2:50][C:51]3[CH:56]=[CH:55][CH:54]=[CH:53][CH:52]=3)[O:19]2)[C:3]=1[OH:57].C([O-])([O-])=O.[K+].[K+].Br[CH2:65][CH2:66][OH:67], predict the reaction product. The product is: [Br:1][C:2]1[C:7]([Cl:8])=[C:6]([CH2:9][C:10]2[CH:11]=[CH:12][C:13]([CH2:16][CH3:17])=[CH:14][CH:15]=2)[CH:5]=[C:4]([CH:18]2[C@H:23]([O:24][CH2:25][C:26]3[CH:31]=[CH:30][CH:29]=[CH:28][CH:27]=3)[C@@H:22]([O:32][CH2:33][C:34]3[CH:39]=[CH:38][CH:37]=[CH:36][CH:35]=3)[C@H:21]([O:40][CH2:41][C:42]3[CH:43]=[CH:44][CH:45]=[CH:46][CH:47]=3)[C@@H:20]([CH2:48][O:49][CH2:50][C:51]3[CH:52]=[CH:53][CH:54]=[CH:55][CH:56]=3)[O:19]2)[C:3]=1[O:57][CH2:65][CH2:66][OH:67]. (5) The product is: [CH3:36][N:42]([CH3:41])[C@@H:2]1[CH2:7][CH2:6][C@H:5]([N:8]([CH2:32][CH3:33])[C:9]2[C:24]3[CH2:23][CH:22]=[CH:21][CH2:20][CH2:19][C:18]4[CH:25]=[C:26]([CH3:30])[NH:27][C:28](=[O:29])[C:17]=4[CH2:16][NH:15][C:14](=[O:31])[C:13]=3[CH:12]=[CH:11][CH:10]=2)[CH2:4][CH2:3]1. Given the reactants N[C@@H:2]1[CH2:7][CH2:6][C@H:5]([N:8]([CH2:32][CH3:33])[C:9]2[C:24]3[CH2:23][CH:22]=[CH:21][CH2:20][CH2:19][C:18]4[CH:25]=[C:26]([CH3:30])[NH:27][C:28](=[O:29])[C:17]=4[CH2:16][NH:15][C:14](=[O:31])[C:13]=3[CH:12]=[CH:11][CH:10]=2)[CH2:4][CH2:3]1.C=O.[CH3:36]C(O)=O.[BH3-][C:41]#[N:42].[Na+].C([O-])(O)=O.[Na+], predict the reaction product.